This data is from hERG potassium channel inhibition data for cardiac toxicity prediction from Karim et al.. The task is: Regression/Classification. Given a drug SMILES string, predict its toxicity properties. Task type varies by dataset: regression for continuous values (e.g., LD50, hERG inhibition percentage) or binary classification for toxic/non-toxic outcomes (e.g., AMES mutagenicity, cardiotoxicity, hepatotoxicity). Dataset: herg_karim. (1) The molecule is CN1C(=O)C=CC2(C)C3CCC4(C)C(O)C(=Cc5cccnc5)CC4C3CCC12. The result is 1 (blocker). (2) The molecule is Cn1c(SCCCN2CC[C@]3(C[C@@H]3c3ccc(C(F)(F)F)cc3)C2)nnc1C1CCCCC1. The result is 1 (blocker). (3) The drug is C[C@@H]1CN(C(=O)OC2(C(F)(F)F)COC2)CCN1c1ncc(OCc2ccc(CS(C)(=O)=O)cc2F)cn1. The result is 0 (non-blocker). (4) The molecule is CN(C)C(=O)[C@@H](c1ccc(-c2ccc3ncnn3c2)cc1)[C@H]([NH3+])C(=O)N1CCC(F)(F)C1. The result is 0 (non-blocker).